Dataset: Peptide-MHC class II binding affinity with 134,281 pairs from IEDB. Task: Regression. Given a peptide amino acid sequence and an MHC pseudo amino acid sequence, predict their binding affinity value. This is MHC class II binding data. The MHC is DRB1_0802 with pseudo-sequence DRB1_0802. The binding affinity (normalized) is 0.285. The peptide sequence is HELIMKDGRKLVVPCR.